From a dataset of Forward reaction prediction with 1.9M reactions from USPTO patents (1976-2016). Predict the product of the given reaction. (1) Given the reactants Br[C:2]1[CH:3]=[C:4]2[C:10]([C:11]([C:13]3[CH:18]=[CH:17][CH:16]=[CH:15][CH:14]=3)=[O:12])=[CH:9][NH:8][C:5]2=[N:6][CH:7]=1.[OH:19][C:20]1[CH:21]=[C:22](B(O)O)[CH:23]=[CH:24][CH:25]=1.C(#N)C.C(=O)([O-])[O-].[Na+].[Na+], predict the reaction product. The product is: [OH:19][C:20]1[CH:25]=[C:24]([C:2]2[CH:3]=[C:4]3[C:10]([C:11]([C:13]4[CH:18]=[CH:17][CH:16]=[CH:15][CH:14]=4)=[O:12])=[CH:9][NH:8][C:5]3=[N:6][CH:7]=2)[CH:23]=[CH:22][CH:21]=1. (2) The product is: [CH2:37]1[CH2:38][C:39]2[CH:40]=[CH:41][CH:42]=[N:43][C:44]=2[CH:35]([N:34]([CH2:17][C:9]2[NH:8][C:12]3[C:11](=[CH:16][CH:15]=[CH:14][CH:13]=3)[N:10]=2)[CH2:33][C:30]2[CH:31]=[CH:32][C:27]([C:26]([NH:25][C:20]3[N:19]=[CH:24][CH:23]=[CH:22][CH:21]=3)=[O:45])=[CH:28][CH:29]=2)[CH2:36]1. Given the reactants C([N:8]1[C:12]2[CH:13]=[CH:14][CH:15]=[CH:16][C:11]=2[N:10]=[C:9]1[CH2:17]Cl)(OC(C)(C)C)=O.[N:19]1[CH:24]=[CH:23][CH:22]=[CH:21][C:20]=1[NH:25][C:26](=[O:45])[C:27]1[CH:32]=[CH:31][C:30]([CH2:33][NH:34][CH:35]2[C:44]3[N:43]=[CH:42][CH:41]=[CH:40][C:39]=3[CH2:38][CH2:37][CH2:36]2)=[CH:29][CH:28]=1.C([O-])([O-])=O.[K+].[K+], predict the reaction product. (3) Given the reactants Cl.[CH3:2][NH:3][O:4][CH3:5].C(Cl)CCl.C(N(CC)CC)C.[CH3:17][O:18][C:19]1[CH:24]=[CH:23][C:22]([CH2:25][CH2:26][C:27]([OH:29])=O)=[CH:21][CH:20]=1, predict the reaction product. The product is: [CH3:5][O:4][N:3]([CH3:2])[C:27](=[O:29])[CH2:26][CH2:25][C:22]1[CH:21]=[CH:20][C:19]([O:18][CH3:17])=[CH:24][CH:23]=1. (4) The product is: [OH:11][B:9]1[C:8]2[CH:12]=[C:13]([O:17][CH3:18])[CH:14]=[C:15]([CH3:16])[C:7]=2[CH:6]([CH2:5][C:4]([OH:19])=[O:3])[O:10]1. Given the reactants C([O:3][C:4](=[O:19])[CH2:5][CH:6]1[O:10][B:9]([OH:11])[C:8]2[CH:12]=[C:13]([O:17][CH3:18])[CH:14]=[C:15]([CH3:16])[C:7]1=2)C.[Li+].[OH-].Cl, predict the reaction product.